Dataset: Catalyst prediction with 721,799 reactions and 888 catalyst types from USPTO. Task: Predict which catalyst facilitates the given reaction. Reactant: [F:1][C:2]1[CH:7]=[CH:6][C:5]([F:8])=[CH:4][C:3]=1[CH:9]1[CH2:13][CH2:12][CH2:11][N:10]1[C:14]1[CH:19]=[CH:18][N:17]2[N:20]=[CH:21][C:22](/[CH:23]=[CH:24]/C(O)=O)=[C:16]2[N:15]=1.CN(C(ON1N=NC2C=CC=NC1=2)=[N+](C)C)C.F[P-](F)(F)(F)(F)F.CCN(C(C)C)C(C)C.Cl.CNC.[CH3:65][N:66]([CH:68]=[O:69])[CH3:67]. Product: [F:1][C:2]1[CH:7]=[CH:6][C:5]([F:8])=[CH:4][C:3]=1[CH:9]1[CH2:13][CH2:12][CH2:11][N:10]1[C:14]1[CH:19]=[CH:18][N:17]2[N:20]=[CH:21][C:22](/[CH:23]=[CH:24]/[C:68]([N:66]([CH3:67])[CH3:65])=[O:69])=[C:16]2[N:15]=1. The catalyst class is: 25.